Dataset: HIV replication inhibition screening data with 41,000+ compounds from the AIDS Antiviral Screen. Task: Binary Classification. Given a drug SMILES string, predict its activity (active/inactive) in a high-throughput screening assay against a specified biological target. (1) The compound is Cc1cc(Nc2ccc(N=Nc3ccc(O)c4ncccc34)cc2)nc(C)n1. The result is 0 (inactive). (2) The drug is S=C1c2cc(Cl)ccc2N=C(NC2CCCC2)C2CSCN12. The result is 0 (inactive). (3) The drug is N#CCN(CC#N)C1CC=CCC1N(CC#N)CC#N. The result is 0 (inactive). (4) The molecule is O=C(NN=Cc1c(-c2ccccc2)no[n+]1[O-])N1CCOCC1. The result is 0 (inactive). (5) The result is 0 (inactive). The drug is O=C1CSC2=NC3=C(CSCC3=Cc3ccc(Cl)cc3)C(c3ccc(Cl)cc3)N12.